This data is from Forward reaction prediction with 1.9M reactions from USPTO patents (1976-2016). The task is: Predict the product of the given reaction. Given the reactants C(OC([N:8]1[CH2:13][CH2:12][CH:11]([O:14][C:15]2[CH:20]=[CH:19][C:18]([CH2:21][N:22]3[CH2:27][CH2:26][N:25]([C:28]([C:30]4[CH:35]=[CH:34][CH:33]=[CH:32][CH:31]=4)=[O:29])[CH2:24][CH2:23]3)=[CH:17][CH:16]=2)[CH2:10][CH2:9]1)=O)(C)(C)C.N1(CCCOC2C=CC(CN3CCCNCC3)=CC=2)CCCCC1, predict the reaction product. The product is: [C:30]1([C:28]([N:25]2[CH2:24][CH2:23][N:22]([CH2:21][C:18]3[CH:19]=[CH:20][C:15]([O:14][CH:11]4[CH2:12][CH2:13][NH:8][CH2:9][CH2:10]4)=[CH:16][CH:17]=3)[CH2:27][CH2:26]2)=[O:29])[CH:35]=[CH:34][CH:33]=[CH:32][CH:31]=1.